This data is from Catalyst prediction with 721,799 reactions and 888 catalyst types from USPTO. The task is: Predict which catalyst facilitates the given reaction. (1) Reactant: Cl[C:2]1[C:11]([CH3:12])=[C:10]([Cl:13])[C:9]2[C:4](=[CH:5][C:6]([F:15])=[CH:7][C:8]=2[F:14])[N:3]=1.[CH3:16][S:17][C:18]1[CH:19]=[C:20](B(O)O)[CH:21]=[N:22][CH:23]=1.C(=O)([O-])[O-].[Na+].[Na+].O1CCOCC1. Product: [Cl:13][C:10]1[C:9]2[C:4](=[CH:5][C:6]([F:15])=[CH:7][C:8]=2[F:14])[N:3]=[C:2]([C:20]2[CH:21]=[N:22][CH:23]=[C:18]([S:17][CH3:16])[CH:19]=2)[C:11]=1[CH3:12]. The catalyst class is: 189. (2) Reactant: C[O:2][C:3]([C@@H:5]1[CH2:19][C@H:18]2[C@@H:8]([CH2:9][C:10]3[C:20]4[C:13](=[CH:14][CH:15]=[CH:16][C:17]2=4)[NH:12][CH:11]=3)[N:7]([CH3:21])[CH2:6]1)=[O:4].[OH-].[Na+].Cl. Product: [CH3:21][N:7]1[C@H:8]2[C@@H:18]([C:17]3[CH:16]=[CH:15][CH:14]=[C:13]4[C:20]=3[C:10]([CH2:9]2)=[CH:11][NH:12]4)[CH2:19][C@@H:5]([C:3]([OH:4])=[O:2])[CH2:6]1. The catalyst class is: 24. (3) Reactant: [CH:1]1([C:4]2[C:5]([N:24]([C:29]3[CH:34]=[CH:33][C:32]([B:35]4[O:39]C(C)(C)C(C)(C)[O:36]4)=[C:31]([CH2:44][O:45][CH2:46][O:47][CH3:48])[CH:30]=3)[S:25]([CH3:28])(=[O:27])=[O:26])=[CH:6][C:7]3[O:11][C:10]([C:12]4[CH:17]=[CH:16][C:15]([F:18])=[CH:14][CH:13]=4)=[C:9]([C:19]([NH:21][CH3:22])=[O:20])[C:8]=3[CH:23]=2)[CH2:3][CH2:2]1.Cl.I([O-])(=O)(=O)=O.[Na+]. Product: [CH:1]1([C:4]2[C:5]([N:24]([C:29]3[CH:34]=[CH:33][C:32]([B:35]([OH:36])[OH:39])=[C:31]([CH2:44][O:45][CH2:46][O:47][CH3:48])[CH:30]=3)[S:25]([CH3:28])(=[O:27])=[O:26])=[CH:6][C:7]3[O:11][C:10]([C:12]4[CH:13]=[CH:14][C:15]([F:18])=[CH:16][CH:17]=4)=[C:9]([C:19](=[O:20])[NH:21][CH3:22])[C:8]=3[CH:23]=2)[CH2:3][CH2:2]1. The catalyst class is: 111. (4) Reactant: [NH2:1][C:2]1[CH:19]=[CH:18][C:5]([O:6][C:7]2[C:8]3[C:15]([CH3:16])=[C:14]([CH3:17])[NH:13][C:9]=3[N:10]=[CH:11][N:12]=2)=[CH:4][CH:3]=1.C(#N)C.[F:23][C:24]1[CH:29]=[CH:28][C:27]([N:30]=[C:31]=[O:32])=[CH:26][CH:25]=1. Product: [CH3:16][C:15]1[C:8]2[C:7]([O:6][C:5]3[CH:18]=[CH:19][C:2]([NH:1][C:31]([NH:30][C:27]4[CH:28]=[CH:29][C:24]([F:23])=[CH:25][CH:26]=4)=[O:32])=[CH:3][CH:4]=3)=[N:12][CH:11]=[N:10][C:9]=2[NH:13][C:14]=1[CH3:17]. The catalyst class is: 11. (5) Reactant: [NH3:1].CS(O[CH2:7][C@H:8]([NH:17][C:18]([O:20][CH2:21][C:22]1[CH:27]=[CH:26][CH:25]=[CH:24][CH:23]=1)=[O:19])[CH2:9][CH2:10][CH2:11]OS(C)(=O)=O)(=O)=O. Product: [NH:1]1[CH2:11][CH2:10][CH2:9][C@@H:8]([NH:17][C:18](=[O:19])[O:20][CH2:21][C:22]2[CH:27]=[CH:26][CH:25]=[CH:24][CH:23]=2)[CH2:7]1. The catalyst class is: 1.